From a dataset of Peptide-MHC class I binding affinity with 185,985 pairs from IEDB/IMGT. Regression. Given a peptide amino acid sequence and an MHC pseudo amino acid sequence, predict their binding affinity value. This is MHC class I binding data. (1) The peptide sequence is TPRDLGACI. The MHC is HLA-A33:01 with pseudo-sequence HLA-A33:01. The binding affinity (normalized) is 0. (2) The peptide sequence is CFMYSDFHF. The MHC is HLA-A26:01 with pseudo-sequence HLA-A26:01. The binding affinity (normalized) is 0.0847. (3) The MHC is HLA-B46:01 with pseudo-sequence HLA-B46:01. The binding affinity (normalized) is 0.0847. The peptide sequence is TEANAGQFL. (4) The peptide sequence is YLCLIQKAL. The MHC is HLA-A68:02 with pseudo-sequence HLA-A68:02. The binding affinity (normalized) is 0.0720.